Task: Predict the product of the given reaction.. Dataset: Forward reaction prediction with 1.9M reactions from USPTO patents (1976-2016) (1) The product is: [CH:1]([O:4][C:5]1[CH:6]=[C:7]([CH2:8][OH:9])[CH:10]=[CH:11][CH:12]=1)([CH3:3])[CH3:2]. Given the reactants [CH:1]([O:4][C:5]1[CH:6]=[C:7]([CH:10]=[CH:11][CH:12]=1)[CH:8]=[O:9])([CH3:3])[CH3:2].[BH4-].[Na+], predict the reaction product. (2) The product is: [CH2:1]([O:3][C:4](=[O:29])[CH2:5][CH2:6][CH2:7][O:8][C:9]1[CH:14]=[CH:13][CH:12]=[C:11]([CH2:15][CH2:16][CH2:17][CH2:18][CH2:19][CH2:20][O:40][C:33]2[CH:34]=[C:35]([N+:37]([O-:39])=[O:38])[CH:36]=[C:31]([I:30])[CH:32]=2)[C:10]=1[CH2:22][CH2:23][C:24]([O:26][CH2:27][CH3:28])=[O:25])[CH3:2]. Given the reactants [CH2:1]([O:3][C:4](=[O:29])[CH2:5][CH2:6][CH2:7][O:8][C:9]1[CH:14]=[CH:13][CH:12]=[C:11]([CH2:15][CH2:16][CH2:17][CH2:18][CH2:19][CH2:20]Br)[C:10]=1[CH2:22][CH2:23][C:24]([O:26][CH2:27][CH3:28])=[O:25])[CH3:2].[I:30][C:31]1[CH:32]=[C:33]([OH:40])[CH:34]=[C:35]([N+:37]([O-:39])=[O:38])[CH:36]=1, predict the reaction product. (3) The product is: [CH3:1][O:2][C:3](=[O:22])[C:4]1[CH:13]=[C:12]([O:14][C:15]2[CH:20]=[CH:19][CH:18]=[CH:17][C:16]=2[NH:21][C:29](=[O:30])[C:28]2[CH:32]=[CH:33][CH:34]=[C:26]([N+:23]([O-:25])=[O:24])[CH:27]=2)[CH:11]=[C:6]([C:7]([O:9][CH3:10])=[O:8])[CH:5]=1. Given the reactants [CH3:1][O:2][C:3](=[O:22])[C:4]1[CH:13]=[C:12]([O:14][C:15]2[CH:20]=[CH:19][CH:18]=[CH:17][C:16]=2[NH2:21])[CH:11]=[C:6]([C:7]([O:9][CH3:10])=[O:8])[CH:5]=1.[N+:23]([C:26]1[CH:27]=[C:28]([CH:32]=[CH:33][CH:34]=1)[C:29](Cl)=[O:30])([O-:25])=[O:24], predict the reaction product. (4) Given the reactants Br[C:2]1[CH:7]=[CH:6][C:5]([CH2:8][C@@H:9]([NH:18][C:19]([C:21]2[N:22]=[N:23][NH:24][CH:25]=2)=[O:20])[CH2:10][C@:11]([CH2:16][OH:17])([CH3:15])[C:12]([OH:14])=[O:13])=[CH:4][CH:3]=1.[Cl:26][C:27]1[CH:32]=[CH:31][CH:30]=[CH:29][C:28]=1B(O)O.C(=O)([O-])[O-].[Na+].[Na+].O, predict the reaction product. The product is: [Cl:26][C:27]1[CH:32]=[CH:31][CH:30]=[CH:29][C:28]=1[C:2]1[CH:7]=[CH:6][C:5]([CH2:8][C@@H:9]([NH:18][C:19]([C:21]2[N:22]=[N:23][NH:24][CH:25]=2)=[O:20])[CH2:10][C@:11]([CH2:16][OH:17])([CH3:15])[C:12]([OH:14])=[O:13])=[CH:4][CH:3]=1.